Dataset: Full USPTO retrosynthesis dataset with 1.9M reactions from patents (1976-2016). Task: Predict the reactants needed to synthesize the given product. (1) The reactants are: C([O-])=O.[NH4+:4].[C:5]([O:9][C:10]([N:12]1[CH2:17][CH2:16][C:15](=O)[CH2:14][CH2:13]1)=[O:11])([CH3:8])([CH3:7])[CH3:6].[OH-].[Na+]. Given the product [C:5]([O:9][C:10]([N:12]1[CH2:17][CH2:16][CH:15]([NH2:4])[CH2:14][CH2:13]1)=[O:11])([CH3:8])([CH3:7])[CH3:6], predict the reactants needed to synthesize it. (2) The reactants are: C([O:3][C:4](=[O:24])[C@H:5]([CH3:23])[NH:6][C:7](=[O:22])[C@H:8]([CH3:21])[NH:9][C:10](=[O:20])[CH2:11][C:12]1[CH:17]=[C:16]([F:18])[CH:15]=[C:14]([F:19])[CH:13]=1)C.[Li+].[OH-]. Given the product [F:18][C:16]1[CH:17]=[C:12]([CH2:11][C:10]([NH:9][C@H:8]([C:7]([NH:6][C@H:5]([C:4]([OH:24])=[O:3])[CH3:23])=[O:22])[CH3:21])=[O:20])[CH:13]=[C:14]([F:19])[CH:15]=1, predict the reactants needed to synthesize it. (3) Given the product [N+:1]([C:4]1[CH:9]=[CH:8][CH:7]=[C:6]([CH2:10][CH:11]=[CH2:12])[C:5]=1[O:13][CH2:17][C:16]([O:15][CH3:14])=[O:19])([O-:3])=[O:2], predict the reactants needed to synthesize it. The reactants are: [N+:1]([C:4]1[CH:9]=[CH:8][CH:7]=[C:6]([CH2:10][CH:11]=[CH2:12])[C:5]=1[OH:13])([O-:3])=[O:2].[CH3:14][O:15][C:16](=[O:19])[CH2:17]Br.C([O-])([O-])=O.[K+].[K+]. (4) Given the product [CH:10]([C:12]1[CH:13]=[N:14][N:15]([C:2]2[CH:9]=[CH:8][C:5]([C:6]#[N:7])=[CH:4][CH:3]=2)[CH:16]=1)=[O:11], predict the reactants needed to synthesize it. The reactants are: F[C:2]1[CH:9]=[CH:8][C:5]([C:6]#[N:7])=[CH:4][CH:3]=1.[CH:10]([C:12]1[CH:13]=[N:14][NH:15][CH:16]=1)=[O:11].[H-].[Na+].O. (5) Given the product [CH3:12][O:13][C:14]([C:15]1[CH:20]=[CH:19][C:18]2[N:21]([CH2:22][CH2:23][N:24]([C:26]([O:28][C:29]([CH3:31])([CH3:30])[CH3:32])=[O:27])[CH3:25])[C:35]([NH:9][C:7]3[S:8][C:4]4[CH:3]=[C:2]([Cl:1])[CH:11]=[CH:10][C:5]=4[N:6]=3)=[N:33][C:17]=2[CH:16]=1)=[O:34], predict the reactants needed to synthesize it. The reactants are: [Cl:1][C:2]1[CH:11]=[CH:10][C:5]2[N:6]=[C:7]([NH2:9])[S:8][C:4]=2[CH:3]=1.[CH3:12][O:13][C:14](=[O:34])[C:15]1[CH:20]=[CH:19][C:18]([NH:21][CH2:22][CH2:23][N:24]([C:26]([O:28][C:29]([CH3:32])([CH3:31])[CH3:30])=[O:27])[CH3:25])=[C:17]([NH2:33])[CH:16]=1.[CH2:35](Cl)CCl. (6) Given the product [CH3:5][O:3][N:2]([CH3:1])[C:12]([CH:14]1[O:19][CH2:18][CH2:17][N:16]([CH2:20][C:21]2[CH:22]=[CH:23][CH:24]=[CH:25][CH:26]=2)[CH2:15]1)=[O:13], predict the reactants needed to synthesize it. The reactants are: [CH3:1][N:2](C)[OH:3].[CH3:5][Al](C)C.C(O[C:12]([CH:14]1[O:19][CH2:18][CH2:17][N:16]([CH2:20][C:21]2[CH:26]=[CH:25][CH:24]=[CH:23][CH:22]=2)[CH2:15]1)=[O:13])C. (7) Given the product [NH2:11][C:10]1[N:9]=[C:8]2[N:12]([CH2:15][CH:16]([F:18])[F:17])[CH:13]=[CH:14][C:7]2=[N:6][C:5]=1[C:3]([OH:4])=[O:2].[Li+:19].[Cl-:21], predict the reactants needed to synthesize it. The reactants are: C[O:2][C:3]([C:5]1[N:6]=[C:7]2[CH2:14][CH2:13][N:12]([CH2:15][CH:16]([F:18])[F:17])[C:8]2=[N:9][C:10]=1[NH2:11])=[O:4].[Li+:19].[OH-].[ClH:21]. (8) The reactants are: [CH3:1][O:2][C:3]1[CH:40]=[CH:39][C:6]([CH2:7][N:8]([CH2:30][C:31]2[CH:36]=[CH:35][C:34]([O:37][CH3:38])=[CH:33][CH:32]=2)[C:9]2[N:14]=[CH:13][C:12]([C:15]3[C:16]4[CH2:29][CH2:28][NH:27][C:17]=4[N:18]=[C:19]([N:21]4[CH2:26][CH2:25][O:24][CH2:23][CH2:22]4)[N:20]=3)=[CH:11][N:10]=2)=[CH:5][CH:4]=1.Br[C:42]1[CH:47]=[CH:46][C:45]([S:48]([N:51]2[CH2:56][CH2:55][O:54][CH2:53][CH2:52]2)(=[O:50])=[O:49])=[CH:44][CH:43]=1. Given the product [CH3:38][O:37][C:34]1[CH:33]=[CH:32][C:31]([CH2:30][N:8]([CH2:7][C:6]2[CH:5]=[CH:4][C:3]([O:2][CH3:1])=[CH:40][CH:39]=2)[C:9]2[N:10]=[CH:11][C:12]([C:15]3[C:16]4[CH2:29][CH2:28][N:27]([C:42]5[CH:47]=[CH:46][C:45]([S:48]([N:51]6[CH2:52][CH2:53][O:54][CH2:55][CH2:56]6)(=[O:49])=[O:50])=[CH:44][CH:43]=5)[C:17]=4[N:18]=[C:19]([N:21]4[CH2:26][CH2:25][O:24][CH2:23][CH2:22]4)[N:20]=3)=[CH:13][N:14]=2)=[CH:36][CH:35]=1, predict the reactants needed to synthesize it. (9) Given the product [CH3:49][O:50][C:51](=[O:58])[CH2:52][CH2:53][CH2:54][CH2:55][CH2:56][NH:57][C:16](=[O:17])[CH:15]=[C:13]1[C:14]2[CH:1]=[CH:2][CH:3]=[CH:4][C:5]=2[O:6][C:7]2[C:12]1=[CH:11][CH:10]=[CH:9][CH:8]=2, predict the reactants needed to synthesize it. The reactants are: [CH:1]1[C:14]2[C:13](=[CH:15][C:16](O)=[O:17])[C:12]3[C:7](=[CH:8][CH:9]=[CH:10][CH:11]=3)[O:6][C:5]=2[CH:4]=[CH:3][CH:2]=1.Cl.C(N=C=NCCCN(C)C)C.OC1C2N=NNC=2C=CC=1.C(N(CC)CC)C.Cl.[CH3:49][O:50][C:51](=[O:58])[CH2:52][CH2:53][CH2:54][CH2:55][CH2:56][NH2:57]. (10) Given the product [C:16]([C:13]1[CH:14]=[CH:15][C:10]([C:8]2[N:7]([C:18]3[N:19]=[N:20][C:21]([O:24][CH3:25])=[CH:22][CH:23]=3)[N:6]=[C:5]([C:3]([OH:4])=[O:2])[CH:9]=2)=[N:11][CH:12]=1)#[N:17], predict the reactants needed to synthesize it. The reactants are: C[O:2][C:3]([C:5]1[CH:9]=[C:8]([C:10]2[CH:15]=[CH:14][C:13]([C:16]#[N:17])=[CH:12][N:11]=2)[N:7]([C:18]2[N:19]=[N:20][C:21]([O:24][CH3:25])=[CH:22][CH:23]=2)[N:6]=1)=[O:4].O.[OH-].[Li+].Cl.C(Cl)(Cl)Cl.O.